This data is from Catalyst prediction with 721,799 reactions and 888 catalyst types from USPTO. The task is: Predict which catalyst facilitates the given reaction. Reactant: [CH2:1]([O:8][N:9]=[C:10]1[C@@H:15]([O:16][C:17](=[O:29])[CH2:18][CH2:19][CH2:20][CH2:21][CH2:22][CH2:23][CH2:24][CH2:25][CH2:26][CH2:27][CH3:28])[C@H:14]([OH:30])[C@@H:13]([CH2:31][OH:32])[O:12][CH2:11]1)[C:2]1[CH:7]=[CH:6][CH:5]=[CH:4][CH:3]=1.C1O[C@H](CO)[C@@H](O)[C@H](O)C1=O.[C:44](Cl)(=[O:56])[CH2:45][CH2:46][CH2:47][CH2:48][CH2:49][CH2:50][CH2:51][CH2:52][CH2:53][CH2:54][CH3:55].C(ON)C1C=CC=CC=1.Cl. Product: [CH2:1]([O:8][N:9]=[C:10]1[C@@H:15]([OH:16])[C@H:14]([OH:30])[C@@H:13]([CH2:31][O:32][C:44](=[O:56])[CH2:45][CH2:46][CH2:47][CH2:48][CH2:49][CH2:50][CH2:51][CH2:52][CH2:53][CH2:54][CH3:55])[O:12][CH2:11]1)[C:2]1[CH:3]=[CH:4][CH:5]=[CH:6][CH:7]=1.[CH2:1]([O:8][N:9]=[C:10]1[C@@H:15]([O:16][C:17](=[O:29])[CH2:18][CH2:19][CH2:20][CH2:21][CH2:22][CH2:23][CH2:24][CH2:25][CH2:26][CH2:27][CH3:28])[C@H:14]([OH:30])[C@@H:13]([CH2:31][OH:32])[O:12][CH2:11]1)[C:2]1[CH:3]=[CH:4][CH:5]=[CH:6][CH:7]=1. The catalyst class is: 17.